From a dataset of NCI-60 drug combinations with 297,098 pairs across 59 cell lines. Regression. Given two drug SMILES strings and cell line genomic features, predict the synergy score measuring deviation from expected non-interaction effect. (1) Drug 1: C1CCC(C1)C(CC#N)N2C=C(C=N2)C3=C4C=CNC4=NC=N3. Drug 2: CCCS(=O)(=O)NC1=C(C(=C(C=C1)F)C(=O)C2=CNC3=C2C=C(C=N3)C4=CC=C(C=C4)Cl)F. Cell line: 786-0. Synergy scores: CSS=-0.116, Synergy_ZIP=-1.44, Synergy_Bliss=-1.39, Synergy_Loewe=-2.69, Synergy_HSA=-1.29. (2) Drug 1: C1=NC2=C(N1)C(=S)N=CN2. Drug 2: CC1CCCC2(C(O2)CC(NC(=O)CC(C(C(=O)C(C1O)C)(C)C)O)C(=CC3=CSC(=N3)C)C)C. Cell line: EKVX. Synergy scores: CSS=22.0, Synergy_ZIP=-5.40, Synergy_Bliss=2.08, Synergy_Loewe=-5.26, Synergy_HSA=3.06. (3) Drug 1: CS(=O)(=O)C1=CC(=C(C=C1)C(=O)NC2=CC(=C(C=C2)Cl)C3=CC=CC=N3)Cl. Drug 2: CC1C(C(=O)NC(C(=O)N2CCCC2C(=O)N(CC(=O)N(C(C(=O)O1)C(C)C)C)C)C(C)C)NC(=O)C3=C4C(=C(C=C3)C)OC5=C(C(=O)C(=C(C5=N4)C(=O)NC6C(OC(=O)C(N(C(=O)CN(C(=O)C7CCCN7C(=O)C(NC6=O)C(C)C)C)C)C(C)C)C)N)C. Cell line: MOLT-4. Synergy scores: CSS=57.0, Synergy_ZIP=44.2, Synergy_Bliss=48.6, Synergy_Loewe=45.8, Synergy_HSA=47.8. (4) Drug 1: CC(CN1CC(=O)NC(=O)C1)N2CC(=O)NC(=O)C2. Drug 2: C1C(C(OC1N2C=C(C(=O)NC2=O)F)CO)O. Cell line: OVCAR-5. Synergy scores: CSS=24.9, Synergy_ZIP=-12.1, Synergy_Bliss=-10.5, Synergy_Loewe=-5.29, Synergy_HSA=-5.13. (5) Drug 1: C1=CC(=C2C(=C1NCCNCCO)C(=O)C3=C(C=CC(=C3C2=O)O)O)NCCNCCO. Drug 2: C1CCC(C(C1)N)N.C(=O)(C(=O)[O-])[O-].[Pt+4]. Cell line: K-562. Synergy scores: CSS=56.1, Synergy_ZIP=-2.31, Synergy_Bliss=-0.399, Synergy_Loewe=-7.26, Synergy_HSA=3.69. (6) Drug 1: C1=NNC2=C1C(=O)NC=N2. Drug 2: C(CN)CNCCSP(=O)(O)O. Cell line: NCIH23. Synergy scores: CSS=-2.31, Synergy_ZIP=10.9, Synergy_Bliss=8.12, Synergy_Loewe=-0.0510, Synergy_HSA=-3.34. (7) Drug 1: CN1CCC(CC1)COC2=C(C=C3C(=C2)N=CN=C3NC4=C(C=C(C=C4)Br)F)OC. Drug 2: C1=CC(=CC=C1CC(C(=O)O)N)N(CCCl)CCCl.Cl. Cell line: UACC62. Synergy scores: CSS=4.51, Synergy_ZIP=-6.01, Synergy_Bliss=-3.51, Synergy_Loewe=-4.34, Synergy_HSA=-2.30. (8) Drug 1: CN1CCC(CC1)COC2=C(C=C3C(=C2)N=CN=C3NC4=C(C=C(C=C4)Br)F)OC. Drug 2: CN(C(=O)NC(C=O)C(C(C(CO)O)O)O)N=O. Cell line: SF-295. Synergy scores: CSS=-1.04, Synergy_ZIP=-2.50, Synergy_Bliss=-7.37, Synergy_Loewe=-6.60, Synergy_HSA=-6.64. (9) Drug 1: CN1C2=C(C=C(C=C2)N(CCCl)CCCl)N=C1CCCC(=O)O.Cl. Drug 2: C1=NC2=C(N=C(N=C2N1C3C(C(C(O3)CO)O)F)Cl)N. Cell line: 786-0. Synergy scores: CSS=12.7, Synergy_ZIP=-2.11, Synergy_Bliss=3.10, Synergy_Loewe=-29.5, Synergy_HSA=1.47. (10) Drug 1: CC1OCC2C(O1)C(C(C(O2)OC3C4COC(=O)C4C(C5=CC6=C(C=C35)OCO6)C7=CC(=C(C(=C7)OC)O)OC)O)O. Drug 2: C1=C(C(=O)NC(=O)N1)N(CCCl)CCCl. Cell line: HS 578T. Synergy scores: CSS=39.3, Synergy_ZIP=3.66, Synergy_Bliss=5.67, Synergy_Loewe=5.58, Synergy_HSA=9.91.